From a dataset of Forward reaction prediction with 1.9M reactions from USPTO patents (1976-2016). Predict the product of the given reaction. (1) The product is: [CH3:3][CH:2]1[O:12][C:5]([C:6]2[CH:11]=[CH:10][CH:9]=[CH:8][CH:7]=2)=[N:4][CH2:1]1. Given the reactants [CH2:1]([NH:4][C:5](=[O:12])[C:6]1[CH:11]=[CH:10][CH:9]=[CH:8][CH:7]=1)[CH:2]=[CH2:3].S(=O)(=O)(O)O, predict the reaction product. (2) Given the reactants [NH2:1][C:2](=[O:39])[CH2:3][C:4]1[CH:38]=[CH:37][CH:36]=[CH:35][C:5]=1[CH2:6][CH2:7]C1C(C(F)(F)F)=CN=C(NC2C=CC(C(NC(=O)OC(C)(C)C)C)=CC=2)N=1.[Cl:40][C:41]1[N:46]=[C:45](Cl)[C:44]([Cl:48])=[CH:43][N:42]=1.CCN(CC)CC, predict the reaction product. The product is: [Cl:40][C:41]1[N:46]=[C:45]([C:7]#[C:6][C:5]2[CH:35]=[CH:36][CH:37]=[CH:38][C:4]=2[CH2:3][C:2]([NH2:1])=[O:39])[C:44]([Cl:48])=[CH:43][N:42]=1. (3) Given the reactants [CH3:1][CH2:2][O:3][C:4]([C@@H:6]1[CH2:10][C:9]([CH2:11][OH:12])=[CH:8][N:7]1[C:13]([O:15][C:16]([CH3:19])([CH3:18])[CH3:17])=[O:14])=[O:5].[CH2:20]([Zn]CC)C.ICI.[NH4+].[Cl-], predict the reaction product. The product is: [CH2:2]([O:3][C:4]([C@@H:6]1[CH2:10][C@@:9]2([CH2:11][OH:12])[C@H:8]([CH2:20]2)[N:7]1[C:13]([O:15][C:16]([CH3:18])([CH3:17])[CH3:19])=[O:14])=[O:5])[CH3:1]. (4) Given the reactants C(OC([N:8]1[CH:12]=[C:11]([C:13]2[C:14]([NH2:45])=[N:15][CH:16]=[N:17][C:18]=2[N:19]2[CH2:24][CH2:23][CH:22]([C:25]3[N:26]([CH2:38][CH2:39]OS(C)(=O)=O)[CH:27]=[C:28]([C:30]4[CH:35]=[CH:34][C:33]([F:36])=[C:32]([CH3:37])[CH:31]=4)[N:29]=3)[CH2:21][CH2:20]2)[CH:10]=[N:9]1)=O)(C)(C)C.[CH:46]1([NH2:49])[CH2:48][CH2:47]1, predict the reaction product. The product is: [CH:46]1([NH:49][CH2:39][CH2:38][N:26]2[CH:27]=[C:28]([C:30]3[CH:35]=[CH:34][C:33]([F:36])=[C:32]([CH3:37])[CH:31]=3)[N:29]=[C:25]2[CH:22]2[CH2:23][CH2:24][N:19]([C:18]3[N:17]=[CH:16][N:15]=[C:14]([NH2:45])[C:13]=3[C:11]3[CH:10]=[N:9][NH:8][CH:12]=3)[CH2:20][CH2:21]2)[CH2:48][CH2:47]1. (5) Given the reactants [NH:1]1[CH2:6][CH2:5][NH:4][CH2:3][C:2]1=[O:7].CCN(CC)CC.[CH3:15][C:16]([O:19][C:20](O[C:20]([O:19][C:16]([CH3:18])([CH3:17])[CH3:15])=[O:21])=[O:21])([CH3:18])[CH3:17], predict the reaction product. The product is: [O:7]=[C:2]1[NH:1][CH2:6][CH2:5][N:4]([C:20]([O:19][C:16]([CH3:18])([CH3:17])[CH3:15])=[O:21])[CH2:3]1. (6) Given the reactants O[C:2]([C:4]1[CH:12]=[CH:11][C:7]([CH:8]([CH3:10])[CH3:9])=[CH:6][CH:5]=1)=[O:3].[NH2:13][C:14]1[CH:15]=[N:16][CH:17]=[CH:18][CH:19]=1.C1C2C(=CC=CC=2)C=CC=1C(O)=O.IC1C=CC(N)=CC=1, predict the reaction product. The product is: [CH:8]([C:7]1[CH:11]=[CH:12][C:4]([C:2]([NH:13][C:14]2[CH:15]=[N:16][CH:17]=[CH:18][CH:19]=2)=[O:3])=[CH:5][CH:6]=1)([CH3:10])[CH3:9]. (7) Given the reactants [CH3:1][O:2][C:3]1[N:8]=[CH:7][C:6]([CH:9]=O)=[C:5]([C:11]([F:14])([F:13])[F:12])[CH:4]=1.[CH3:15][O:16][C:17](=[O:38])[CH:18]=P(C1C=CC=CC=1)(C1C=CC=CC=1)C1C=CC=CC=1, predict the reaction product. The product is: [CH3:15][O:16][C:17](=[O:38])[CH:18]=[CH:9][C:6]1[CH:7]=[N:8][C:3]([O:2][CH3:1])=[CH:4][C:5]=1[C:11]([F:14])([F:13])[F:12]. (8) Given the reactants C(NC(C)C)(C)C.C([Li])CCC.[CH3:13][O:14][C:15]1[N:20]=[C:19]([O:21][CH3:22])[CH:18]=[C:17]([O:23][CH3:24])[N:16]=1.[CH:25](=[O:27])[CH3:26], predict the reaction product. The product is: [CH3:13][O:14][C:15]1[N:16]=[C:17]([O:23][CH3:24])[C:18]([CH:25]([OH:27])[CH3:26])=[C:19]([O:21][CH3:22])[N:20]=1.